Dataset: Full USPTO retrosynthesis dataset with 1.9M reactions from patents (1976-2016). Task: Predict the reactants needed to synthesize the given product. (1) The reactants are: [CH2:1]([O:8][CH:9]1[CH2:12][CH:11]([C:13](O)=[O:14])[CH2:10]1)[C:2]1[CH:7]=[CH:6][CH:5]=[CH:4][CH:3]=1.[BH4-].[Na+].II. Given the product [CH2:1]([O:8][CH:9]1[CH2:12][CH:11]([CH2:13][OH:14])[CH2:10]1)[C:2]1[CH:7]=[CH:6][CH:5]=[CH:4][CH:3]=1, predict the reactants needed to synthesize it. (2) The reactants are: [Cl:1][C:2]1[CH:7]=[C:6](Cl)[CH:5]=[CH:4][N:3]=1.C(=O)([O-])[O-].[K+].[K+].[NH2:15][C:16]1[CH:21]=[CH:20][C:19]([SH:22])=[CH:18][CH:17]=1.O. Given the product [Cl:1][C:2]1[CH:7]=[C:6]([S:22][C:19]2[CH:20]=[CH:21][C:16]([NH2:15])=[CH:17][CH:18]=2)[CH:5]=[CH:4][N:3]=1, predict the reactants needed to synthesize it. (3) The reactants are: C(=O)([O-])[O-].[K+].[K+].[I-].[K+].[CH3:9][O:10][C:11]1[CH:16]=[CH:15][C:14]([N:17]2[C:21]([C:22]3[CH:27]=[CH:26][C:25]([O:28][CH3:29])=[CH:24][CH:23]=3)=[N:20][C:19]([OH:30])=[N:18]2)=[CH:13][CH:12]=1.Cl[CH2:32][C:33]1[N:37]=[CH:36][O:35][N:34]=1. Given the product [CH3:9][O:10][C:11]1[CH:12]=[CH:13][C:14]([N:17]2[C:21]([C:22]3[CH:27]=[CH:26][C:25]([O:28][CH3:29])=[CH:24][CH:23]=3)=[N:20][C:19]([O:30][CH2:32][C:33]3[N:37]=[CH:36][O:35][N:34]=3)=[N:18]2)=[CH:15][CH:16]=1, predict the reactants needed to synthesize it. (4) Given the product [Cl:1][C:2]1[N:3]=[CH:4][C:5]2[N:11]([CH3:20])[C:10](=[O:12])[CH:9]([CH3:13])[CH2:8][N:7]([CH:14]3[CH2:18][CH2:17][CH2:16][CH2:15]3)[C:6]=2[N:19]=1, predict the reactants needed to synthesize it. The reactants are: [Cl:1][C:2]1[N:3]=[CH:4][C:5]2[NH:11][C:10](=[O:12])[CH:9]([CH3:13])[CH2:8][N:7]([CH:14]3[CH2:18][CH2:17][CH2:16][CH2:15]3)[C:6]=2[N:19]=1.[C:20](=O)([O-])[O-].[Cs+].[Cs+].CI. (5) The reactants are: [CH3:1][C:2]1[C:3]([NH2:8])=[N:4][O:5][C:6]=1[CH3:7].C(N(CC)CC)C.Cl[C:17]([O:19][C:20]1[CH:25]=[CH:24][CH:23]=[CH:22][CH:21]=1)=[O:18]. Given the product [CH3:1][C:2]1[C:3]([NH:8][C:17](=[O:18])[O:19][C:20]2[CH:25]=[CH:24][CH:23]=[CH:22][CH:21]=2)=[N:4][O:5][C:6]=1[CH3:7], predict the reactants needed to synthesize it. (6) Given the product [CH3:1][O:2][C:3](=[O:12])[CH2:4][C:5]1[CH:10]=[CH:9][C:8]([O:11][CH2:16][CH2:15][CH2:14][Br:13])=[CH:7][CH:6]=1, predict the reactants needed to synthesize it. The reactants are: [CH3:1][O:2][C:3](=[O:12])[CH2:4][C:5]1[CH:10]=[CH:9][C:8]([OH:11])=[CH:7][CH:6]=1.[Br:13][CH2:14][CH2:15][CH2:16]Br.C(=O)([O-])[O-].[Cs+].[Cs+]. (7) Given the product [C:12]([C:8]1[CH:9]=[C:10]2[C:5]([N:4]=[C:3]([NH:14][CH:15]3[CH2:17][CH2:16]3)[C:2]([C:26]3[CH2:31][CH2:30][N:29]([C:32]([O:34][C:35]([CH3:38])([CH3:37])[CH3:36])=[O:33])[CH2:28][CH:27]=3)=[N:11]2)=[CH:6][CH:7]=1)#[N:13], predict the reactants needed to synthesize it. The reactants are: Cl[C:2]1[C:3]([NH:14][CH:15]2[CH2:17][CH2:16]2)=[N:4][C:5]2[C:10]([N:11]=1)=[CH:9][C:8]([C:12]#[N:13])=[CH:7][CH:6]=2.CC1(C)C(C)(C)OB([C:26]2[CH2:31][CH2:30][N:29]([C:32]([O:34][C:35]([CH3:38])([CH3:37])[CH3:36])=[O:33])[CH2:28][CH:27]=2)O1.C(=O)([O-])[O-].[K+].[K+].